Dataset: Forward reaction prediction with 1.9M reactions from USPTO patents (1976-2016). Task: Predict the product of the given reaction. Given the reactants [C:1]([O:5][C:6](=[O:46])[N:7]([C:37]1[CH:38]=[N:39][C:40]([O:43][CH2:44][CH3:45])=[CH:41][CH:42]=1)[C:8]1[CH:13]=[CH:12][C:11]([CH:14]([OH:35])[C:15]2[C:23]3[C:18](=[N:19][CH:20]=[C:21]([CH3:24])[CH:22]=3)[N:17]([Si:25]([CH:32]([CH3:34])[CH3:33])([CH:29]([CH3:31])[CH3:30])[CH:26]([CH3:28])[CH3:27])[CH:16]=2)=[C:10]([F:36])[N:9]=1)([CH3:4])([CH3:3])[CH3:2].CC(OI1(OC(C)=O)(OC(C)=O)OC(=O)C2C=CC=CC1=2)=O, predict the reaction product. The product is: [C:1]([O:5][C:6](=[O:46])[N:7]([C:37]1[CH:38]=[N:39][C:40]([O:43][CH2:44][CH3:45])=[CH:41][CH:42]=1)[C:8]1[CH:13]=[CH:12][C:11]([C:14]([C:15]2[C:23]3[C:18](=[N:19][CH:20]=[C:21]([CH3:24])[CH:22]=3)[N:17]([Si:25]([CH:29]([CH3:30])[CH3:31])([CH:32]([CH3:33])[CH3:34])[CH:26]([CH3:28])[CH3:27])[CH:16]=2)=[O:35])=[C:10]([F:36])[N:9]=1)([CH3:2])([CH3:4])[CH3:3].